This data is from Forward reaction prediction with 1.9M reactions from USPTO patents (1976-2016). The task is: Predict the product of the given reaction. (1) The product is: [C:18]([O:22][C:23]([N:25]1[CH2:31][CH2:30][CH2:29][N:28]([C:32]2[CH:33]=[N:34][C:35]([NH:38][C:2]3[N:3]=[CH:4][C:5]4[CH:10]=[C:9]([C:11]#[N:12])[N:8]([CH:13]5[CH2:17][CH2:16][CH2:15][CH2:14]5)[C:6]=4[N:7]=3)=[CH:36][CH:37]=2)[CH2:27][CH2:26]1)=[O:24])([CH3:21])([CH3:19])[CH3:20]. Given the reactants Cl[C:2]1[N:3]=[CH:4][C:5]2[CH:10]=[C:9]([C:11]#[N:12])[N:8]([CH:13]3[CH2:17][CH2:16][CH2:15][CH2:14]3)[C:6]=2[N:7]=1.[C:18]([O:22][C:23]([N:25]1[CH2:31][CH2:30][CH2:29][N:28]([C:32]2[CH:33]=[N:34][C:35]([NH2:38])=[CH:36][CH:37]=2)[CH2:27][CH2:26]1)=[O:24])([CH3:21])([CH3:20])[CH3:19], predict the reaction product. (2) Given the reactants [NH:1]1[CH:5]=[N:4][N:3]=[N:2]1.[H-].[Na+].[CH2:8]([NH:20][C:21](=[O:41])[C:22]1[CH:27]=[C:26]([C:28]2[CH:33]=[CH:32][CH:31]=[C:30]([O:34][CH3:35])[CH:29]=2)[C:25]([O:36][CH2:37][CH2:38]Br)=[C:24]([Br:40])[CH:23]=1)[CH2:9][CH2:10][CH2:11][CH2:12][CH2:13][CH2:14][CH2:15][CH2:16][CH2:17][CH2:18][CH3:19].N[C@H](C(O)=O)[C@@H](C)O, predict the reaction product. The product is: [CH2:8]([NH:20][C:21]([C:22]1[CH:27]=[C:26]([C:28]2[CH:33]=[CH:32][CH:31]=[C:30]([O:34][CH3:35])[CH:29]=2)[C:25]([O:36][CH2:37][CH2:38][N:1]2[CH:5]=[N:4][N:3]=[N:2]2)=[C:24]([Br:40])[CH:23]=1)=[O:41])[CH2:9][CH2:10][CH2:11][CH2:12][CH2:13][CH2:14][CH2:15][CH2:16][CH2:17][CH2:18][CH3:19]. (3) Given the reactants [Cl:1][C:2]([Cl:7])([Cl:6])[C:3](=[NH:5])[O-:4].[C:8]([O:11][CH2:12][C@H:13]1[O:19][CH:17](O)[C@H:16]([N:20]=[N+:21]=[N-:22])[C@@H:15]([O:23][CH2:24][CH2:25][CH2:26][CH3:27])[C@@H:14]1[O:28][CH2:29][CH2:30][CH2:31][CH3:32])(=[O:10])[CH3:9], predict the reaction product. The product is: [Cl:1][C:2]([Cl:7])([Cl:6])[C:3]([O:4][CH:17]1[O:19][C@H:13]([CH2:12][O:11][C:8](=[O:10])[CH3:9])[C@@H:14]([O:28][CH2:29][CH2:30][CH2:31][CH3:32])[C@H:15]([O:23][CH2:24][CH2:25][CH2:26][CH3:27])[C@H:16]1[N:20]=[N+:21]=[N-:22])=[NH:5].